Task: Predict the reactants needed to synthesize the given product.. Dataset: Full USPTO retrosynthesis dataset with 1.9M reactions from patents (1976-2016) (1) Given the product [ClH:35].[NH2:6][C@@H:7]([C:28]1[CH:29]=[CH:30][CH:31]=[CH:32][CH:33]=1)[C:8]1[CH:27]=[CH:26][C:11]([C:12]([NH:14][C:15]2[S:16][C:17]3[CH:23]=[C:22]([O:24][CH3:25])[CH:21]=[CH:20][C:18]=3[N:19]=2)=[O:13])=[CH:10][CH:9]=1, predict the reactants needed to synthesize it. The reactants are: CC(C)([S@]([NH:6][C@@H:7]([C:28]1[CH:33]=[CH:32][CH:31]=[CH:30][CH:29]=1)[C:8]1[CH:27]=[CH:26][C:11]([C:12]([NH:14][C:15]2[S:16][C:17]3[CH:23]=[C:22]([O:24][CH3:25])[CH:21]=[CH:20][C:18]=3[N:19]=2)=[O:13])=[CH:10][CH:9]=1)=O)C.[ClH:35]. (2) Given the product [CH2:1]1[CH:9]2[CH:4]([CH2:5][CH2:6][CH2:7][CH2:8]2)[CH2:3][NH:2]1, predict the reactants needed to synthesize it. The reactants are: [C:1]1(=O)[CH:9]2[CH:4]([CH2:5][CH2:6][CH2:7][CH2:8]2)[C:3](=O)[NH:2]1.[H-].[H-].[H-].[H-].[Li+].[Al+3].O.[OH-].[Na+]. (3) The reactants are: C1(/C=[CH:8]/[C:9]2[CH:14]=[N:13][C:12]3=[N:15][S:16][N:17]=[C:11]3[CH:10]=2)C=CC=CC=1.C[N+]1([O-])CC[O:22]CC1.O.I([O-])(=O)(=O)=O.[Na+]. Given the product [N:17]1[S:16][N:15]=[C:12]2[C:11]=1[CH:10]=[C:9]([CH:8]=[O:22])[CH:14]=[N:13]2, predict the reactants needed to synthesize it. (4) The reactants are: Br[C:2]1[N:28]=[C:5]2[CH:6]=[CH:7][C:8]([CH2:10][O:11][C:12]3[CH:17]=[CH:16][C:15]([C@@H:18]([C:25]#[C:26][CH3:27])[CH2:19][C:20]([O:22][CH2:23][CH3:24])=[O:21])=[CH:14][CH:13]=3)=[CH:9][N:4]2[N:3]=1.CC1(C)C(C)(C)OB([C:37]2[CH:44]=[CH:43][C:40]([C:41]#[N:42])=[CH:39][CH:38]=2)O1.C([O-])([O-])=O.[K+].[K+]. Given the product [CH2:23]([O:22][C:20](=[O:21])[CH2:19][C@@H:18]([C:15]1[CH:16]=[CH:17][C:12]([O:11][CH2:10][C:8]2[CH:7]=[CH:6][C:5]3[N:4]([N:3]=[C:2]([C:37]4[CH:44]=[CH:43][C:40]([C:41]#[N:42])=[CH:39][CH:38]=4)[N:28]=3)[CH:9]=2)=[CH:13][CH:14]=1)[C:25]#[C:26][CH3:27])[CH3:24], predict the reactants needed to synthesize it. (5) Given the product [Br:14][C:5]1[CH:4]=[CH:3][C:2]([NH2:7])=[C:1]([C:8]2[CH:9]=[CH:10][CH:11]=[CH:12][CH:13]=2)[CH:6]=1, predict the reactants needed to synthesize it. The reactants are: [C:1]1([C:8]2[CH:13]=[CH:12][CH:11]=[CH:10][CH:9]=2)[C:2]([NH2:7])=[CH:3][CH:4]=[CH:5][CH:6]=1.[Br:14]N1C(=O)CCC1=O.O.